From a dataset of Full USPTO retrosynthesis dataset with 1.9M reactions from patents (1976-2016). Predict the reactants needed to synthesize the given product. (1) Given the product [NH2:24][C@@H:21]1[CH2:22][CH2:23][N:19]([C:17]2[C:16]3[C:11](=[CH:12][C:13]([CH3:32])=[CH:14][CH:15]=3)[N:10]=[C:9]([C:3]3[C:2]([F:1])=[CH:7][CH:6]=[CH:5][C:4]=3[OH:8])[N:18]=2)[CH2:20]1, predict the reactants needed to synthesize it. The reactants are: [F:1][C:2]1[CH:7]=[CH:6][CH:5]=[C:4]([OH:8])[C:3]=1[C:9]1[N:18]=[C:17]([N:19]2[CH2:23][CH2:22][C@@H:21]([NH:24]C(=O)OC(C)(C)C)[CH2:20]2)[C:16]2[C:11](=[CH:12][C:13]([CH3:32])=[CH:14][CH:15]=2)[N:10]=1.C(O)(C(F)(F)F)=O.[OH-].[Na+]. (2) Given the product [C:1]([C:3]1[C:4]([N:22]2[CH2:27][CH2:26][CH:25]([C:28](=[O:29])[NH:43][S:40]([CH2:39][C:36]3[CH:37]=[CH:38][C:33]([Si:32]([CH3:45])([CH3:44])[CH3:31])=[CH:34][CH:35]=3)(=[O:42])=[O:41])[CH2:24][CH2:23]2)=[N:5][C:6]([CH2:15][N:16]2[CH2:20][CH2:19][CH2:18][C:17]2=[O:21])=[C:7]([CH:8]=1)[C:9]([O:11][CH:12]([CH3:14])[CH3:13])=[O:10])#[N:2], predict the reactants needed to synthesize it. The reactants are: [C:1]([C:3]1[C:4]([N:22]2[CH2:27][CH2:26][CH:25]([C:28](O)=[O:29])[CH2:24][CH2:23]2)=[N:5][C:6]([CH2:15][N:16]2[CH2:20][CH2:19][CH2:18][C:17]2=[O:21])=[C:7]([C:9]([O:11][CH:12]([CH3:14])[CH3:13])=[O:10])[CH:8]=1)#[N:2].[CH3:31][Si:32]([CH3:45])([CH3:44])[C:33]1[CH:38]=[CH:37][C:36]([CH2:39][S:40]([NH2:43])(=[O:42])=[O:41])=[CH:35][CH:34]=1. (3) Given the product [NH2:1][C:2]1=[N:3][C:4](=[O:17])[NH:5]/[C:6]/1=[CH:7]\[C:8]1[CH:13]=[CH:12][C:11]([O:14][CH2:18][C:19]2[CH:24]=[CH:23][CH:22]=[CH:21][CH:20]=2)=[C:10]([O:15][CH3:16])[CH:9]=1, predict the reactants needed to synthesize it. The reactants are: [NH2:1][C:2]1=[N:3][C:4](=[O:17])[NH:5]/[C:6]/1=[CH:7]\[C:8]1[CH:13]=[CH:12][C:11]([OH:14])=[C:10]([O:15][CH3:16])[CH:9]=1.[CH2:18](O)[C:19]1[CH:24]=[CH:23][CH:22]=[CH:21][CH:20]=1.N(C(OCC)=O)=NC(OCC)=O.[OH-].[Na+]. (4) The reactants are: C(OC([N:8]1[CH2:13][CH2:12][CH2:11][C@H:10]([NH:14][C:15]([C:17]2[C:21]([NH:22][C:23]([NH2:25])=[O:24])=[CH:20][N:19]([C:26]3[CH:31]=[CH:30][CH:29]=[C:28]([F:32])[CH:27]=3)[CH:18]=2)=[O:16])[CH2:9]1)=O)(C)(C)C.[CH2:33](N)[CH2:34][CH3:35].C(OCC)(=O)C. Given the product [NH:8]1[CH2:13][CH2:12][CH2:11][C@H:10]([NH:14][C:15]([C:17]2[C:21]([NH:22][C:23]([NH:25][CH2:33][CH2:34][CH3:35])=[O:24])=[CH:20][N:19]([C:26]3[CH:31]=[CH:30][CH:29]=[C:28]([F:32])[CH:27]=3)[CH:18]=2)=[O:16])[CH2:9]1, predict the reactants needed to synthesize it. (5) Given the product [Cl:17][C:15]1[CH:14]=[CH:13][C:3]([O:4][CH2:5][C:6]([O:8][C:9]([CH3:12])([CH3:11])[CH3:10])=[O:7])=[C:2]([C:23]2[CH:24]=[CH:25][C:20]([C:18]#[N:19])=[CH:21][CH:22]=2)[CH:16]=1, predict the reactants needed to synthesize it. The reactants are: Br[C:2]1[CH:16]=[C:15]([Cl:17])[CH:14]=[CH:13][C:3]=1[O:4][CH2:5][C:6]([O:8][C:9]([CH3:12])([CH3:11])[CH3:10])=[O:7].[C:18]([C:20]1[CH:25]=[CH:24][C:23](B(O)O)=[CH:22][CH:21]=1)#[N:19]. (6) Given the product [C:13]([O:12][CH2:1][CH2:2][CH2:3][CH2:4][CH2:5][CH2:6][CH2:7][CH2:8][CH2:9][CH2:10][OH:11])(=[O:17])[C:14]([CH3:16])=[CH2:15], predict the reactants needed to synthesize it. The reactants are: [CH2:1]([OH:12])[CH2:2][CH2:3][CH2:4][CH2:5][CH2:6][CH2:7][CH2:8][CH2:9][CH2:10][OH:11].[C:13](O)(=[O:17])[C:14]([CH3:16])=[CH2:15].C1(C)C=CC(S(O)(=O)=O)=CC=1.CCCCCC. (7) Given the product [Cl:1][C:2]1[CH:3]=[CH:4][N:5]2[C:10]=1[C:9](=[O:11])[N:8]([C:46]1[CH:47]=[CH:48][CH:49]=[CH:50][N:45]=1)[C:7]([C@@H:12]1[CH2:16][CH2:15][CH2:14][N:13]1[C:17]1[C:18]3[C:25]([C:26]#[N:27])=[CH:24][N:23]([CH2:28][O:29][CH2:30][CH2:31][Si:32]([CH3:35])([CH3:34])[CH3:33])[C:19]=3[N:20]=[CH:21][N:22]=1)=[N:6]2, predict the reactants needed to synthesize it. The reactants are: [Cl:1][C:2]1[CH:3]=[CH:4][N:5]2[C:10]=1[C:9](=[O:11])[NH:8][C:7]([C@@H:12]1[CH2:16][CH2:15][CH2:14][N:13]1[C:17]1[C:18]3[C:25]([C:26]#[N:27])=[CH:24][N:23]([CH2:28][O:29][CH2:30][CH2:31][Si:32]([CH3:35])([CH3:34])[CH3:33])[C:19]=3[N:20]=[CH:21][N:22]=1)=[N:6]2.CCN(C(C)C)C(C)C.[N+:45]1([O-])[CH:50]=[CH:49][CH:48]=[CH:47][CH:46]=1.C1CN([P+](Br)(N2CCCC2)N2CCCC2)CC1.F[P-](F)(F)(F)(F)F. (8) Given the product [Cl:1][C:2]1[CH:3]=[CH:4][C:5]([C:8]2[N:9]=[C:10]3[CH:15]=[CH:14][C:13]([C:16]4[CH:21]=[CH:20][CH:19]=[CH:18][CH:17]=4)=[CH:12][N:11]3[C:22]=2[CH2:29][N:23]2[CH2:28][CH2:27][O:26][CH2:25][CH2:24]2)=[CH:6][CH:7]=1, predict the reactants needed to synthesize it. The reactants are: [Cl:1][C:2]1[CH:7]=[CH:6][C:5]([C:8]2[N:9]=[C:10]3[CH:15]=[CH:14][C:13]([C:16]4[CH:21]=[CH:20][CH:19]=[CH:18][CH:17]=4)=[CH:12][N:11]3[CH:22]=2)=[CH:4][CH:3]=1.[NH:23]1[CH2:28][CH2:27][O:26][CH2:25][CH2:24]1.[C:29](O)(=O)C.C=O. (9) Given the product [Cl:1][C:2]1[N:7]=[CH:6][N:5]=[C:4]([C:8]([NH:42][C:39]2[CH:40]=[CH:41][C:36]([CH2:35][NH:34][C:33](=[O:43])[O:32][C:28]([CH3:30])([CH3:31])[CH3:29])=[CH:37][CH:38]=2)=[O:9])[CH:3]=1, predict the reactants needed to synthesize it. The reactants are: [Cl:1][C:2]1[N:7]=[CH:6][N:5]=[C:4]([C:8](Cl)=[O:9])[CH:3]=1.ClC1N=CN=C(C(NC2C=CC(O)=CC=2)=O)C=1.[C:28]([O:32][C:33](=[O:43])[NH:34][CH2:35][C:36]1[CH:41]=[CH:40][C:39]([NH2:42])=[CH:38][CH:37]=1)([CH3:31])([CH3:30])[CH3:29].CCN(C(C)C)C(C)C.